From a dataset of M1 muscarinic receptor antagonist screen with 61,756 compounds. Binary Classification. Given a drug SMILES string, predict its activity (active/inactive) in a high-throughput screening assay against a specified biological target. (1) The result is 0 (inactive). The molecule is Brc1ccc(C(=O)Cn2c3c(c(=O)n(c2=O)Cc2occc2)cc(OC)c(OC)c3)cc1. (2) The drug is S(=O)(=O)(N1CCCCC1)c1cc2oc(=O)n(CC(=O)N3C(Cc4c3cccc4)C)c2cc1. The result is 0 (inactive). (3) The molecule is S(C=1NC(=O)C(C(c2c(OCC)cccc2)C1C#N)C#N)CC=C. The result is 0 (inactive). (4) The molecule is O=C1C=2C(n3[nH]cnc3=NC2CC(C1)c1c(OC)cc(OC)cc1)c1c(cccc1)C. The result is 0 (inactive). (5) The result is 0 (inactive). The compound is Clc1ccc(C(=O)C2CCN(CC2)C(=O)N2CCOCC2)cc1. (6) The drug is S1C(Cc2nc(SCC(=O)Nc3c(F)cccc3)n(c(=O)c12)C)C. The result is 0 (inactive). (7) The result is 0 (inactive). The molecule is s1c(nnc1NC(=O)CCC(=O)NC1CC1)C1CCCCC1.